From a dataset of Catalyst prediction with 721,799 reactions and 888 catalyst types from USPTO. Predict which catalyst facilitates the given reaction. (1) Product: [O:23]=[C:22]([NH:11][NH:10][C:8]([C:6]1[S:7][C:3]([N:2]([CH3:12])[CH3:1])=[CH:4][CH:5]=1)=[O:9])[C@@H:14]([NH:13][C:25]([O:27][CH2:28][C:29]1[CH:34]=[CH:33][CH:32]=[CH:31][CH:30]=1)=[O:26])[CH2:15][C:16]1[CH:21]=[CH:20][CH:19]=[CH:18][CH:17]=1. The catalyst class is: 3. Reactant: [CH3:1][N:2]([CH3:12])[C:3]1[S:7][C:6]([C:8]([NH:10][NH2:11])=[O:9])=[CH:5][CH:4]=1.[NH:13]([C:25]([O:27][CH2:28][C:29]1[CH:34]=[CH:33][CH:32]=[CH:31][CH:30]=1)=[O:26])[C@H:14]([C:22](O)=[O:23])[CH2:15][C:16]1[CH:21]=[CH:20][CH:19]=[CH:18][CH:17]=1.C(Cl)CCl.C1C=CC2N(O)N=NC=2C=1. (2) Reactant: [Li]CCCC.[CH3:6][N:7]([CH3:15])[CH2:8][CH2:9][N:10]1[CH:14]=[N:13][CH:12]=[N:11]1.CN([CH:19]=[O:20])C.[BH4-].[Na+].Cl. Product: [CH3:6][N:7]([CH3:15])[CH2:8][CH2:9][N:10]1[C:14]([CH2:19][OH:20])=[N:13][CH:12]=[N:11]1. The catalyst class is: 278. (3) Reactant: Br[CH:2]1[C:7](=O)[CH2:6][CH2:5][CH2:4][CH:3]1[C:9]([O:11][CH3:12])=[O:10].[C:13]([NH2:21])(=[S:20])[C:14]1[CH:19]=[CH:18][CH:17]=[CH:16][CH:15]=1. Product: [C:14]1([C:13]2[S:20][C:2]3[CH:3]([C:9]([O:11][CH3:12])=[O:10])[CH2:4][CH2:5][CH2:6][C:7]=3[N:21]=2)[CH:19]=[CH:18][CH:17]=[CH:16][CH:15]=1. The catalyst class is: 14.